This data is from CYP3A4 inhibition data for predicting drug metabolism from PubChem BioAssay. The task is: Regression/Classification. Given a drug SMILES string, predict its absorption, distribution, metabolism, or excretion properties. Task type varies by dataset: regression for continuous measurements (e.g., permeability, clearance, half-life) or binary classification for categorical outcomes (e.g., BBB penetration, CYP inhibition). Dataset: cyp3a4_veith. (1) The molecule is CCCCc1ccc2nc(NC(=O)OC)[nH]c2c1. The result is 0 (non-inhibitor). (2) The compound is C[C@@H](C(=O)Nc1ccc2ccccc2c1)[C@H]1C[C@]1(C)[C@H](NC(=O)c1cccnc1)c1ccccc1. The result is 1 (inhibitor). (3) The drug is COC(=O)c1ccc(Oc2nc(N(C)C)nc(N3CCOCC3)n2)cc1. The result is 0 (non-inhibitor). (4) The drug is CCOC(=O)C1(S(=O)(=O)c2ccc(Cl)cc2)CCN(Cc2ccc(Cl)cc2)CC1. The result is 1 (inhibitor). (5) The result is 0 (non-inhibitor). The molecule is CCCn1nc2cc(C(=O)NCc3ccccc3OC)ccc2c1OCC. (6) The compound is CCOC(=O)c1c(C)c(C(=O)N2CCCCCC2)c(C)n1C. The result is 1 (inhibitor).